From a dataset of Full USPTO retrosynthesis dataset with 1.9M reactions from patents (1976-2016). Predict the reactants needed to synthesize the given product. (1) Given the product [CH2:25]([O:24][C:22]([C:21]1[CH:20]=[N:9][N:8]([C:4]2[CH:5]=[CH:6][CH:7]=[C:2]([Cl:1])[N:3]=2)[C:27]=1[C:28]([F:29])([F:30])[F:31])=[O:23])[CH3:26], predict the reactants needed to synthesize it. The reactants are: [Cl:1][C:2]1[CH:7]=[CH:6][CH:5]=[C:4]([NH:8][NH2:9])[N:3]=1.C(N(CC)CC)C.C(O[CH:20]=[C:21]([C:27](=O)[C:28]([F:31])([F:30])[F:29])[C:22]([O:24][CH2:25][CH3:26])=[O:23])C. (2) Given the product [Si:33]([O:12][C:13]([CH3:26])([CH3:25])[CH2:14][C:15]([O:17][CH2:18][C:19]1[CH:24]=[CH:23][CH:22]=[CH:21][CH:20]=1)=[O:16])([C:36]([CH3:39])([CH3:38])[CH3:37])([CH3:35])[CH3:34], predict the reactants needed to synthesize it. The reactants are: N1C(C)=CC=CC=1C.C(Cl)Cl.[OH:12][C:13]([CH3:26])([CH3:25])[CH2:14][C:15]([O:17][CH2:18][C:19]1[CH:24]=[CH:23][CH:22]=[CH:21][CH:20]=1)=[O:16].FC(F)(F)S(O[Si:33]([C:36]([CH3:39])([CH3:38])[CH3:37])([CH3:35])[CH3:34])(=O)=O.